Dataset: Full USPTO retrosynthesis dataset with 1.9M reactions from patents (1976-2016). Task: Predict the reactants needed to synthesize the given product. (1) The reactants are: [NH2:1][C:2]1[N:3]=[CH:4][C:5]([C:17]2[CH2:22][CH2:21][N:20]([S:23]([CH2:26][CH2:27][N:28]3C(=O)C4C(=CC=CC=4)C3=O)(=[O:25])=[O:24])[CH2:19][CH:18]=2)=[N:6][C:7]=1[C:8]1[NH:12][C:11]2[CH:13]=[CH:14][CH:15]=[CH:16][C:10]=2[N:9]=1.NN. Given the product [NH2:28][CH2:27][CH2:26][S:23]([N:20]1[CH2:19][CH:18]=[C:17]([C:5]2[N:6]=[C:7]([C:8]3[NH:12][C:11]4[CH:13]=[CH:14][CH:15]=[CH:16][C:10]=4[N:9]=3)[C:2]([NH2:1])=[N:3][CH:4]=2)[CH2:22][CH2:21]1)(=[O:25])=[O:24], predict the reactants needed to synthesize it. (2) The reactants are: COC1C=C(OC)C=CC=1C(Cl)=O.[CH3:14][O:15][C:16]1[CH:17]=[C:18]2[C:23](=[CH:24][C:25]=1[O:26][CH3:27])[N:22]=[CH:21][N:20]=[C:19]2[O:28][C:29]1[CH:35]=[CH:34][C:32]([NH2:33])=[CH:31][CH:30]=1.[CH3:36][O:37][C:38]1[CH:43]=[C:42]([O:44][CH3:45])[CH:41]=[CH:40][C:39]=1[C:46]([N:48]=[C:49]=[S:50])=[O:47]. Given the product [CH3:36][O:37][C:38]1[CH:43]=[C:42]([O:44][CH3:45])[CH:41]=[CH:40][C:39]=1[C:46]([N:48]=[C:49]=[S:50])=[O:47].[CH3:36][O:37][C:38]1[CH:43]=[C:42]([O:44][CH3:45])[CH:41]=[CH:40][C:39]=1[C:46]([NH:48][C:49]([NH:33][C:32]1[CH:34]=[CH:35][C:29]([O:28][C:19]2[C:18]3[C:23](=[CH:24][C:25]([O:26][CH3:27])=[C:16]([O:15][CH3:14])[CH:17]=3)[N:22]=[CH:21][N:20]=2)=[CH:30][CH:31]=1)=[S:50])=[O:47], predict the reactants needed to synthesize it. (3) Given the product [C:1]([O:4][C@H:5]1[O:51][C@@H:50]([CH2:52][O:53][C:54](=[O:56])[CH3:55])[C@@H:45]([O:46][C:47](=[O:49])[CH3:48])[C@H:40]([O:41][C:42](=[O:44])[CH3:43])[C@@H:6]1[O:7][C@H:8]1[O:34][C@H:33]([CH2:35][O:36][C:37](=[O:39])[CH3:38])[C@@H:19]([O:20][C:21](=[O:32])[NH:22][CH3:23])[C@H:14]([O:15][C:16](=[O:18])[CH3:17])[C@@H:9]1[O:10][C:11](=[O:13])[CH3:12])(=[O:3])[CH3:2], predict the reactants needed to synthesize it. The reactants are: [C:1]([O:4][C@H:5]1[O:51][C@@H:50]([CH2:52][O:53][C:54](=[O:56])[CH3:55])[C@@H:45]([O:46][C:47](=[O:49])[CH3:48])[C@H:40]([O:41][C:42](=[O:44])[CH3:43])[C@@H:6]1[O:7][C@H:8]1[O:34][C@H:33]([CH2:35][O:36][C:37](=[O:39])[CH3:38])[C@@H:19]([O:20][C:21](=[O:32])[NH:22][C:23]2C=CC([N+]([O-])=O)=CC=2)[C@H:14]([O:15][C:16](=[O:18])[CH3:17])[C@@H:9]1[O:10][C:11](=[O:13])[CH3:12])(=[O:3])[CH3:2].CN. (4) The reactants are: [Cl:1][C:2]1[CH:3]=[C:4]2[C:8](=[CH:9][CH:10]=1)[N:7]([CH3:11])[C:6]([C:12]([OH:14])=O)=[C:5]2[CH3:15].C([O:18][C:19](=[O:41])[C:20]([O:23][C:24]1[CH:29]=[CH:28][C:27]([O:30][C:31]2[CH:36]=[C:35]([F:37])[CH:34]=[C:33]([CH2:38][NH2:39])[CH:32]=2)=[CH:26][C:25]=1[CH3:40])([CH3:22])[CH3:21])C. Given the product [Cl:1][C:2]1[CH:3]=[C:4]2[C:8](=[CH:9][CH:10]=1)[N:7]([CH3:11])[C:6]([C:12]([NH:39][CH2:38][C:33]1[CH:32]=[C:31]([CH:36]=[C:35]([F:37])[CH:34]=1)[O:30][C:27]1[CH:28]=[CH:29][C:24]([O:23][C:20]([CH3:22])([CH3:21])[C:19]([OH:41])=[O:18])=[C:25]([CH3:40])[CH:26]=1)=[O:14])=[C:5]2[CH3:15], predict the reactants needed to synthesize it. (5) Given the product [C:1]([N:4]1[CH2:9][CH2:8][C:7]2[C:10]([C:14]#[N:15])=[C:11]([NH:13][C:21](=[O:22])[C:20]3[CH:24]=[CH:25][CH:26]=[C:18]([O:17][CH3:16])[CH:19]=3)[S:12][C:6]=2[CH2:5]1)(=[O:3])[CH3:2], predict the reactants needed to synthesize it. The reactants are: [C:1]([N:4]1[CH2:9][CH2:8][C:7]2[C:10]([C:14]#[N:15])=[C:11]([NH2:13])[S:12][C:6]=2[CH2:5]1)(=[O:3])[CH3:2].[CH3:16][O:17][C:18]1[CH:19]=[C:20]([CH:24]=[CH:25][CH:26]=1)[C:21](Cl)=[O:22].